Dataset: Catalyst prediction with 721,799 reactions and 888 catalyst types from USPTO. Task: Predict which catalyst facilitates the given reaction. Reactant: [NH2:1][C:2]1[CH:7]=[C:6]([Cl:8])[CH:5]=[CH:4][C:3]=1[OH:9].C(N(CC)CC)C.[Cl:17][C:18]1[CH:19]=[C:20]([CH:24]=[C:25]([Cl:27])[CH:26]=1)[C:21](Cl)=[O:22]. Product: [Cl:8][C:6]1[CH:5]=[CH:4][C:3]([OH:9])=[C:2]([NH:1][C:21](=[O:22])[C:20]2[CH:19]=[C:18]([Cl:17])[CH:26]=[C:25]([Cl:27])[CH:24]=2)[CH:7]=1. The catalyst class is: 96.